Predict the product of the given reaction. From a dataset of Forward reaction prediction with 1.9M reactions from USPTO patents (1976-2016). The product is: [F:32][C:33]([F:38])([F:37])[C:34]([O-:36])=[O:35].[CH2:39]([C:43]1([CH2:77][CH3:78])[CH2:49][S:48](=[O:51])(=[O:50])[C:47]2[CH:52]=[CH:53][C:54]([NH+:56]([CH3:58])[CH3:57])=[CH:55][C:46]=2[CH:45]([C:59]2[CH:64]=[CH:63][CH:62]=[C:61]([NH:65][CH2:66][CH2:67][O:68][CH2:69][CH2:70][O:71][CH2:72][C:73](=[O:74])[NH:1][CH2:2][C:3]3[CH:8]=[CH:7][C:6]([CH:9]4[CH:10]([CH2:21][CH2:22][CH:23]([C:25]5[CH:26]=[CH:27][C:28]([F:31])=[CH:29][CH:30]=5)[OH:24])[C:11](=[O:20])[N:12]4[C:13]4[CH:14]=[CH:15][C:16]([F:19])=[CH:17][CH:18]=4)=[CH:5][CH:4]=3)[CH:60]=2)[CH:44]1[OH:76])[CH2:40][CH2:41][CH3:42]. Given the reactants [NH2:1][CH2:2][C:3]1[CH:8]=[CH:7][C:6]([CH:9]2[N:12]([C:13]3[CH:18]=[CH:17][C:16]([F:19])=[CH:15][CH:14]=3)[C:11](=[O:20])[CH:10]2[CH2:21][CH2:22][CH:23]([C:25]2[CH:30]=[CH:29][C:28]([F:31])=[CH:27][CH:26]=2)[OH:24])=[CH:5][CH:4]=1.[F:32][C:33]([F:38])([F:37])[C:34]([OH:36])=[O:35].[CH2:39]([C:43]1([CH2:77][CH3:78])[CH2:49][S:48](=[O:51])(=[O:50])[C:47]2[CH:52]=[CH:53][C:54]([N:56]([CH3:58])[CH3:57])=[CH:55][C:46]=2[CH:45]([C:59]2[CH:60]=[C:61]([NH:65][CH2:66][CH2:67][O:68][CH2:69][CH2:70][O:71][CH2:72][C:73](O)=[O:74])[CH:62]=[CH:63][CH:64]=2)[CH:44]1[OH:76])[CH2:40][CH2:41][CH3:42].C(N=C=NC(C)C)(C)C.OC1C2N=NNC=2C=CC=1, predict the reaction product.